Dataset: Catalyst prediction with 721,799 reactions and 888 catalyst types from USPTO. Task: Predict which catalyst facilitates the given reaction. (1) Reactant: [F:1][C:2]1([F:38])[O:6][C:5]2[CH:7]=[CH:8][C:9]([C:11]3([C:14]([NH:16][C@H:17]4[C:26]5[C:21](=[CH:22][C:23]([OH:27])=[CH:24][CH:25]=5)[O:20][C@@H:19]([C:28]5[CH:37]=[CH:36][C:31]([C:32]([O:34]C)=[O:33])=[CH:30][CH:29]=5)[CH2:18]4)=[O:15])[CH2:13][CH2:12]3)=[CH:10][C:4]=2[O:3]1.[OH-].[Li+]. Product: [F:38][C:2]1([F:1])[O:6][C:5]2[CH:7]=[CH:8][C:9]([C:11]3([C:14]([NH:16][C@H:17]4[C:26]5[C:21](=[CH:22][C:23]([OH:27])=[CH:24][CH:25]=5)[O:20][C@@H:19]([C:28]5[CH:37]=[CH:36][C:31]([C:32]([OH:34])=[O:33])=[CH:30][CH:29]=5)[CH2:18]4)=[O:15])[CH2:12][CH2:13]3)=[CH:10][C:4]=2[O:3]1. The catalyst class is: 24. (2) Reactant: Br[C:2]1[CH:3]=[C:4]([O:10][CH3:11])[C:5]([O:8][CH3:9])=[N:6][CH:7]=1.[CH3:12][C:13]1([CH3:29])[C:17]([CH3:19])([CH3:18])[O:16][B:15]([B:15]2[O:16][C:17]([CH3:19])([CH3:18])[C:13]([CH3:29])([CH3:12])[O:14]2)[O:14]1.C([O-])(=O)C.[K+]. Product: [CH3:9][O:8][C:5]1[C:4]([O:10][CH3:11])=[CH:3][C:2]([B:15]2[O:16][C:17]([CH3:19])([CH3:18])[C:13]([CH3:29])([CH3:12])[O:14]2)=[CH:7][N:6]=1. The catalyst class is: 140. (3) Reactant: [CH2:1]([C:3]1[CH:4]=[C:5]([CH2:11][CH:12]([NH:17][C:18]([N:20]2[CH2:25][CH2:24][CH:23]([N:26]3[CH2:35][C:34]4[C:29](=[CH:30][CH:31]=[CH:32][CH:33]=4)[NH:28][C:27]3=[O:36])[CH2:22][CH2:21]2)=[O:19])[C:13]([O:15]C)=[O:14])[CH:6]=[CH:7][C:8]=1[CH2:9][CH3:10])[CH3:2].[OH-].[Na+]. Product: [CH2:1]([C:3]1[CH:4]=[C:5]([CH2:11][CH:12]([NH:17][C:18]([N:20]2[CH2:25][CH2:24][CH:23]([N:26]3[CH2:35][C:34]4[C:29](=[CH:30][CH:31]=[CH:32][CH:33]=4)[NH:28][C:27]3=[O:36])[CH2:22][CH2:21]2)=[O:19])[C:13]([OH:15])=[O:14])[CH:6]=[CH:7][C:8]=1[CH2:9][CH3:10])[CH3:2]. The catalyst class is: 5.